From a dataset of Catalyst prediction with 721,799 reactions and 888 catalyst types from USPTO. Predict which catalyst facilitates the given reaction. (1) Reactant: CS([CH2:5][C:6]1[CH:22]=[CH:21][C:9]([O:10][C:11]2[CH:18]=[CH:17][CH:16]=[C:13]([C:14]#[N:15])[C:12]=2[C:19]#[N:20])=[CH:8][CH:7]=1)(=O)=O.[Li+].[Br-:24]. Product: [Br:24][CH2:5][C:6]1[CH:22]=[CH:21][C:9]([O:10][C:11]2[CH:18]=[CH:17][CH:16]=[C:13]([C:14]#[N:15])[C:12]=2[C:19]#[N:20])=[CH:8][CH:7]=1. The catalyst class is: 1. (2) Reactant: [CH3:1][C:2]1[CH:7]=[CH:6][C:5]([S:8][C:9]2[CH:14]=[CH:13][CH:12]=[CH:11][C:10]=2[NH:15]C(=O)C)=[C:4]([NH:19][C:20]2[C:29]3[C:24](=[N:25][C:26]([CH2:30][CH2:31][CH3:32])=[CH:27][CH:28]=3)[N:23]=[CH:22][CH:21]=2)[CH:3]=1.O.[OH-].[Na+]. Product: [NH2:15][C:10]1[CH:11]=[CH:12][CH:13]=[CH:14][C:9]=1[S:8][C:5]1[CH:6]=[CH:7][C:2]([CH3:1])=[CH:3][C:4]=1[NH:19][C:20]1[C:29]2[C:24](=[N:25][C:26]([CH2:30][CH2:31][CH3:32])=[CH:27][CH:28]=2)[N:23]=[CH:22][CH:21]=1. The catalyst class is: 33.